This data is from Reaction yield outcomes from USPTO patents with 853,638 reactions. The task is: Predict the reaction yield, written as a fraction of the theoretical maximum amount of product (1.0 means a 100% yield; for example, 0.34 means a 34% yield). (1) The product is [S:25]=[C:24]1[NH:1][C:2]2[C:19](=[CH:18][C:5]3[CH2:6][CH2:7][N:8]([C:11]([O:13][C:14]([CH3:16])([CH3:17])[CH3:15])=[O:12])[CH2:9][CH2:10][C:4]=3[CH:3]=2)[O:20]1. The reactants are [NH2:1][C:2]1[C:19]([OH:20])=[CH:18][C:5]2[CH2:6][CH2:7][N:8]([C:11]([O:13][C:14]([CH3:17])([CH3:16])[CH3:15])=[O:12])[CH2:9][CH2:10][C:4]=2[CH:3]=1.C(O[C:24](SC(OCC)=S)=[S:25])C.[K]. The catalyst is N1C=CC=CC=1.C(OCC)(=O)C. The yield is 0.690. (2) The reactants are [NH:1]1[CH2:8][CH2:7][CH2:6][C@H:2]1[C:3]([OH:5])=[O:4].[Cl:9][C:10]([Cl:15])([Cl:14])[CH:11](O)O.S([O-])([O-])(=O)=O.[Na+].[Na+]. The catalyst is C(Cl)(Cl)Cl. The product is [Cl:9][C:10]([Cl:15])([Cl:14])[C@@H:11]1[N:1]2[CH2:8][CH2:7][CH2:6][C@H:2]2[C:3](=[O:5])[O:4]1. The yield is 0.630. (3) The reactants are [CH2:1]([N:3]1[CH2:8][C:7]([CH3:10])([CH3:9])[O:6][C:5](=[O:11])[CH:4]1[CH2:12][C:13]([OH:15])=O)[CH3:2].C(N(C(C)C)CC)(C)C.CN(C(ON1N=NC2C=CC=NC1=2)=[N+](C)C)C.F[P-](F)(F)(F)(F)F.[NH2:49][C:50]1[CH:55]=[CH:54][N:53]=[CH:52][CH:51]=1. The catalyst is CN(C=O)C. The product is [CH2:1]([N:3]1[CH2:8][C:7]([CH3:9])([CH3:10])[O:6][C:5](=[O:11])[CH:4]1[CH2:12][C:13]([NH:49][C:50]1[CH:55]=[CH:54][N:53]=[CH:52][CH:51]=1)=[O:15])[CH3:2]. The yield is 0.750. (4) The reactants are [NH2:1][C:2]1[O:6][N:5]=[C:4]([CH3:7])[C:3]=1[Br:8].[F:9][C:10]([F:22])([F:21])[C:11]1[CH:16]=[CH:15][C:14]([S:17](Cl)(=[O:19])=[O:18])=[CH:13][CH:12]=1. No catalyst specified. The product is [F:22][C:10]([F:9])([F:21])[C:11]1[CH:12]=[CH:13][C:14]([S:17]([NH:1][C:2]2[O:6][N:5]=[C:4]([CH3:7])[C:3]=2[Br:8])(=[O:19])=[O:18])=[CH:15][CH:16]=1. The yield is 0.720.